This data is from NCI-60 drug combinations with 297,098 pairs across 59 cell lines. The task is: Regression. Given two drug SMILES strings and cell line genomic features, predict the synergy score measuring deviation from expected non-interaction effect. (1) Drug 1: C1CC(C1)(C(=O)O)C(=O)O.[NH2-].[NH2-].[Pt+2]. Drug 2: N.N.Cl[Pt+2]Cl. Cell line: MDA-MB-231. Synergy scores: CSS=27.4, Synergy_ZIP=-6.59, Synergy_Bliss=3.35, Synergy_Loewe=-2.68, Synergy_HSA=4.59. (2) Drug 1: CC=C1C(=O)NC(C(=O)OC2CC(=O)NC(C(=O)NC(CSSCCC=C2)C(=O)N1)C(C)C)C(C)C. Drug 2: CS(=O)(=O)OCCCCOS(=O)(=O)C. Cell line: OVCAR3. Synergy scores: CSS=62.8, Synergy_ZIP=1.62, Synergy_Bliss=-1.45, Synergy_Loewe=-68.5, Synergy_HSA=-3.04. (3) Drug 1: C1C(C(OC1N2C=NC3=C2NC=NCC3O)CO)O. Drug 2: C1C(C(OC1N2C=NC(=NC2=O)N)CO)O. Cell line: NCI-H322M. Synergy scores: CSS=1.60, Synergy_ZIP=1.54, Synergy_Bliss=3.88, Synergy_Loewe=-0.609, Synergy_HSA=-1.28. (4) Drug 1: COC1=NC(=NC2=C1N=CN2C3C(C(C(O3)CO)O)O)N. Drug 2: CC=C1C(=O)NC(C(=O)OC2CC(=O)NC(C(=O)NC(CSSCCC=C2)C(=O)N1)C(C)C)C(C)C. Cell line: MALME-3M. Synergy scores: CSS=52.0, Synergy_ZIP=1.76, Synergy_Bliss=2.26, Synergy_Loewe=-60.5, Synergy_HSA=-0.242. (5) Drug 1: CNC(=O)C1=CC=CC=C1SC2=CC3=C(C=C2)C(=NN3)C=CC4=CC=CC=N4. Drug 2: CC1C(C(CC(O1)OC2CC(CC3=C2C(=C4C(=C3O)C(=O)C5=C(C4=O)C(=CC=C5)OC)O)(C(=O)C)O)N)O.Cl. Cell line: IGROV1. Synergy scores: CSS=34.5, Synergy_ZIP=-0.684, Synergy_Bliss=5.52, Synergy_Loewe=-27.5, Synergy_HSA=5.62. (6) Synergy scores: CSS=23.7, Synergy_ZIP=-0.884, Synergy_Bliss=-3.93, Synergy_Loewe=-22.9, Synergy_HSA=-9.07. Cell line: NCIH23. Drug 2: CC1=C(C(=O)C2=C(C1=O)N3CC4C(C3(C2COC(=O)N)OC)N4)N. Drug 1: CC1C(C(=O)NC(C(=O)N2CCCC2C(=O)N(CC(=O)N(C(C(=O)O1)C(C)C)C)C)C(C)C)NC(=O)C3=C4C(=C(C=C3)C)OC5=C(C(=O)C(=C(C5=N4)C(=O)NC6C(OC(=O)C(N(C(=O)CN(C(=O)C7CCCN7C(=O)C(NC6=O)C(C)C)C)C)C(C)C)C)N)C.